This data is from Forward reaction prediction with 1.9M reactions from USPTO patents (1976-2016). The task is: Predict the product of the given reaction. (1) Given the reactants [OH:1][CH:2]1[CH2:7][CH2:6][CH:5]([C:8]([O:10][CH2:11][CH3:12])=[O:9])[CH2:4][CH2:3]1.C[N+]1([O-])CCOCC1, predict the reaction product. The product is: [O:1]=[C:2]1[CH2:7][CH2:6][CH:5]([C:8]([O:10][CH2:11][CH3:12])=[O:9])[CH2:4][CH2:3]1. (2) Given the reactants [CH3:1][O:2][C:3]1[C:4]([O:29][CH2:30][CH2:31][CH2:32][N:33]2[CH:37]=[CH:36][CH:35]=[N:34]2)=[CH:5][C:6]2[CH2:15][CH:14]([C:16]([CH3:21])([CH3:20])[CH2:17][O:18][CH3:19])[N:13]3[C:8](=[CH:9][C:10](=[O:27])[C:11]([C:22]([O:24]CC)=[O:23])=[CH:12]3)[C:7]=2[CH:28]=1.[OH-].[Na+].Cl, predict the reaction product. The product is: [CH3:1][O:2][C:3]1[C:4]([O:29][CH2:30][CH2:31][CH2:32][N:33]2[CH:37]=[CH:36][CH:35]=[N:34]2)=[CH:5][C:6]2[CH2:15][CH:14]([C:16]([CH3:20])([CH3:21])[CH2:17][O:18][CH3:19])[N:13]3[C:8](=[CH:9][C:10](=[O:27])[C:11]([C:22]([OH:24])=[O:23])=[CH:12]3)[C:7]=2[CH:28]=1. (3) Given the reactants [C:1]([C:3]1[C:4]([F:13])=[C:5]([C:9]([F:12])=[CH:10][CH:11]=1)C(O)=O)#[N:2].C1C=CC(P([N:28]=[N+]=[N-])(C2C=CC=CC=2)=O)=CC=1.[C:31](O[C:31]([O:33][C:34]([CH3:37])([CH3:36])[CH3:35])=[O:32])([O:33][C:34]([CH3:37])([CH3:36])[CH3:35])=[O:32].N(CCO)(CCO)CCO, predict the reaction product. The product is: [C:1]([C:3]1[C:4]([F:13])=[C:5]([NH:28][C:31](=[O:32])[O:33][C:34]([CH3:37])([CH3:36])[CH3:35])[C:9]([F:12])=[CH:10][CH:11]=1)#[N:2]. (4) Given the reactants C(OC([N:8]1[CH2:13][CH2:12][CH:11]([N:14]2[C:22](=[O:23])[C:21]3[C:16](=[CH:17][CH:18]=[CH:19][C:20]=3[C:24](=[O:26])[NH2:25])[CH:15]2C)[CH2:10][CH2:9]1)=O)(C)(C)C.O1CCOCC1, predict the reaction product. The product is: [O:23]=[C:22]1[C:21]2[C:20]([C:24]([NH2:25])=[O:26])=[CH:19][CH:18]=[CH:17][C:16]=2[CH2:15][N:14]1[CH:11]1[CH2:10][CH2:9][NH:8][CH2:13][CH2:12]1. (5) Given the reactants CCN([CH2:6][CH3:7])CC.S(Cl)(C1C=CC(C)=CC=1)(=O)=[O:9].[OH:19][CH2:20][CH2:21][N:22]1[C:31]2[C:32]3[CH:33]=[CH:34][CH:35]=[CH:36][C:37]=3[C:38](=[O:39])[C:30]=2[C:29]2[C:24](=[CH:25][CH:26]=[CH:27][CH:28]=2)[C:23]1=[O:40], predict the reaction product. The product is: [C:6]([O:19][CH2:20][CH2:21][N:22]1[C:31]2[C:32]3[CH:33]=[CH:34][CH:35]=[CH:36][C:37]=3[C:38](=[O:39])[C:30]=2[C:29]2[C:24](=[CH:25][CH:26]=[CH:27][CH:28]=2)[C:23]1=[O:40])(=[O:9])[CH3:7]. (6) Given the reactants [CH3:1][C:2]1[CH:31]=[CH:30][C:5]2[C:6](=[O:29])[N:7]=[C:8]([C:10]3[N:15]=[C:14]([CH2:16][CH2:17][C:18]([O:20]C(C)(C)C)=[O:19])[CH:13]=[C:12]([S:25]([CH3:28])(=[O:27])=[O:26])[CH:11]=3)[S:9][C:4]=2[CH:3]=1, predict the reaction product. The product is: [CH3:1][C:2]1[CH:31]=[CH:30][C:5]2[C:6](=[O:29])[N:7]=[C:8]([C:10]3[N:15]=[C:14]([CH2:16][CH2:17][C:18]([OH:20])=[O:19])[CH:13]=[C:12]([S:25]([CH3:28])(=[O:27])=[O:26])[CH:11]=3)[S:9][C:4]=2[CH:3]=1. (7) The product is: [CH3:22][O:21][C:15]1[CH:14]=[C:13]2[C:18](=[CH:17][C:16]=1[O:19][CH3:20])[CH:9]=[N:10][CH:11]=[CH:12]2. Given the reactants C(OC)=O.[Cl-].C([C:9]1[C:18]2[C:13](=[CH:14][C:15]([O:21][CH3:22])=[C:16]([O:19][CH3:20])[CH:17]=2)[CH:12]=[CH:11][N+:10]=1CC1C(F)=CC=CC=1Cl)CC, predict the reaction product.